Dataset: Catalyst prediction with 721,799 reactions and 888 catalyst types from USPTO. Task: Predict which catalyst facilitates the given reaction. (1) The catalyst class is: 14. Reactant: [Cl:1][C:2]1[N:7]=[CH:6][C:5]2[NH:8][C:9](=[S:11])[NH:10][C:4]=2[CH:3]=1.[OH-].[K+].I[CH3:15]. Product: [Cl:1][C:2]1[N:7]=[CH:6][C:5]2[NH:8][C:9]([S:11][CH3:15])=[N:10][C:4]=2[CH:3]=1. (2) Reactant: [C:1]1([N:7]2[C:15]([NH2:16])=[C:14]3[C:9]([CH:10]=[CH:11][CH:12]=[CH:13]3)=[N:8]2)[CH:6]=[CH:5][CH:4]=[CH:3][CH:2]=1.[C:17]1(=O)[CH2:22][CH2:21][CH2:20][CH2:19][CH2:18]1.C(O)(=O)C.[Na]. Product: [CH:17]1([NH:16][C:15]2[N:7]([C:1]3[CH:2]=[CH:3][CH:4]=[CH:5][CH:6]=3)[N:8]=[C:9]3[C:14]=2[CH:13]=[CH:12][CH:11]=[CH:10]3)[CH2:22][CH2:21][CH2:20][CH2:19][CH2:18]1. The catalyst class is: 2. (3) Reactant: [CH2:1]([O:5][C:6]1[CH:11]=[CH:10][C:9]([CH2:12]C(O)=O)=[CH:8][CH:7]=1)[CH:2]([CH3:4])[CH3:3].OC1C=CC(CC([O:26][CH3:27])=O)=CC=1.C(Br)C(C)C.C[N:34](C1C2C(N(C)C)=CC=CC=2C=CC=1)C.C1(P(N=[N+]=[N-])(C2C=CC=CC=2)=O)C=CC=CC=1. Product: [CH2:1]([O:5][C:6]1[CH:7]=[CH:8][C:9]([CH2:12][N:34]=[C:27]=[O:26])=[CH:10][CH:11]=1)[CH:2]([CH3:3])[CH3:4]. The catalyst class is: 165. (4) Reactant: C1C([C:7]2[O:17][C:16]3[CH:15]=[C:14]([OH:18])[CH:13]=[C:12]([OH:19])[C:11]=3[C:9](=[O:10])[CH:8]=2)=CC=C(O)C=1.Cl.[C:22](Cl)(=[O:29])[C:23]1[CH:28]=[CH:27][CH:26]=[N:25][CH:24]=1. Product: [C:22]([O:19][C:12]1[CH:13]=[C:14]([O:18][C:22](=[O:29])[C:23]2[CH:28]=[CH:27][CH:26]=[N:25][CH:24]=2)[CH:15]=[C:16]2[C:11]=1[C:9](=[O:10])[CH:8]=[CH:7][O:17]2)(=[O:29])[C:23]1[CH:28]=[CH:27][CH:26]=[N:25][CH:24]=1. The catalyst class is: 17. (5) Reactant: [CH3:1][S:2][C:3]1[CH:8]=[CH:7][C:6]([NH:9][NH2:10])=[CH:5][CH:4]=1.N1C=CC=CC=1.CN(C)C=O.[CH2:22]([O:24][CH:25]=[CH:26][C:27](Cl)=[O:28])[CH3:23]. Product: [CH3:1][S:2][C:3]1[CH:8]=[CH:7][C:6]([NH:9][NH:10][C:27](=[O:28])[CH:26]=[CH:25][O:24][CH2:22][CH3:23])=[CH:5][CH:4]=1. The catalyst class is: 6. (6) Reactant: [CH2:1]([C:5]1[N:10]2[N:11]=[CH:12][N:13]=[C:9]2[N:8]([C@H:14]2[CH2:19][CH2:18][C@H:17]([O:20][CH2:21]C(OCC)=O)[CH2:16][CH2:15]2)[C:7](=[O:27])[C:6]=1[CH2:28][C:29]1[CH:34]=[CH:33][C:32]([C:35]2[CH:40]=[CH:39][CH:38]=[CH:37][C:36]=2[C:41]#[N:42])=[CH:31][C:30]=1[F:43])[CH2:2][CH2:3][CH3:4].C[Mg]Br.Cl. Product: [CH2:1]([C:5]1[N:10]2[N:11]=[CH:12][N:13]=[C:9]2[N:8]([C@H:14]2[CH2:15][CH2:16][C@H:17]([O:20][CH2:21][C:17]([OH:20])([CH3:18])[CH3:16])[CH2:18][CH2:19]2)[C:7](=[O:27])[C:6]=1[CH2:28][C:29]1[CH:34]=[CH:33][C:32]([C:35]2[C:36]([C:41]#[N:42])=[CH:37][CH:38]=[CH:39][CH:40]=2)=[CH:31][C:30]=1[F:43])[CH2:2][CH2:3][CH3:4]. The catalyst class is: 7. (7) Product: [C:11]12([NH:16][C:43]([C:42]3[CH:46]=[CH:47][C:48]([O:49][CH3:50])=[C:40]([C:38]4[CH:39]=[C:34]5[C:33]([C:58]([NH:59][CH3:60])=[O:61])=[C:32]([C:29]6[CH:28]=[CH:27][C:26]([F:25])=[CH:31][CH:30]=6)[O:57][C:35]5=[N:36][C:37]=4[NH:51][CH2:52][C:53]([F:56])([F:54])[F:55])[CH:41]=3)=[O:45])[CH2:14][CH:13]([CH2:12]1)[CH2:10]2. Reactant: CN(C(ON1N=[N:16][C:11]2[CH:12]=[CH:13][CH:14]=N[C:10]1=2)=[N+](C)C)C.F[P-](F)(F)(F)(F)F.[F:25][C:26]1[CH:31]=[CH:30][C:29]([C:32]2[O:57][C:35]3=[N:36][C:37]([NH:51][CH2:52][C:53]([F:56])([F:55])[F:54])=[C:38]([C:40]4[CH:41]=[C:42]([CH:46]=[CH:47][C:48]=4[O:49][CH3:50])[C:43]([OH:45])=O)[CH:39]=[C:34]3[C:33]=2[C:58](=[O:61])[NH:59][CH3:60])=[CH:28][CH:27]=1.C(N(C(C)C)C(C)C)C.Cl.C12(N)CC(C1)C2. The catalyst class is: 3. (8) Reactant: [H-].[Al+3].[Li+].[H-].[H-].[H-].[CH:7]1([C:12](=[O:16])[CH2:13][C:14]#[N:15])[CH2:11][CH2:10][CH2:9][CH2:8]1. Product: [NH2:15][CH2:14][CH2:13][CH:12]([CH:7]1[CH2:11][CH2:10][CH2:9][CH2:8]1)[OH:16]. The catalyst class is: 1.